Dataset: Forward reaction prediction with 1.9M reactions from USPTO patents (1976-2016). Task: Predict the product of the given reaction. (1) The product is: [Cl:22][C:23]1[CH:24]=[CH:25][C:26]([C:29]2[S:33][C:32]([CH3:34])=[N:31][C:30]=2[C:35]([N:3]2[CH2:4][C@H:5]3[C@H:1]([CH2:8][CH2:7][CH2:6]3)[C@H:2]2[CH2:9][NH:10][C:11]([C:13]2[N:20]3[C:16]([S:17][CH:18]=[CH:19]3)=[N:15][C:14]=2[CH3:21])=[O:12])=[O:36])=[CH:27][CH:28]=1. Given the reactants [C@H:1]12[CH2:8][CH2:7][CH2:6][C@H:5]1[CH2:4][NH:3][C@@H:2]2[CH2:9][NH:10][C:11]([C:13]1[N:20]2[C:16]([S:17][CH:18]=[CH:19]2)=[N:15][C:14]=1[CH3:21])=[O:12].[Cl:22][C:23]1[CH:28]=[CH:27][C:26]([C:29]2[S:33][C:32]([CH3:34])=[N:31][C:30]=2[C:35](O)=[O:36])=[CH:25][CH:24]=1, predict the reaction product. (2) Given the reactants [N+:1]([C:4]1[CH:12]=[C:11]2[C:7]([C:8]([CH:21]=[CH:22][C:23]3[CH:28]=[CH:27][CH:26]=[CH:25][CH:24]=3)=[N:9][N:10]2[CH2:13][O:14][CH2:15][CH2:16][Si:17]([CH3:20])([CH3:19])[CH3:18])=[CH:6][CH:5]=1)([O-])=O.O.[OH-].[Na+].CCOC(C)=O, predict the reaction product. The product is: [CH:21]([C:8]1[C:7]2[C:11](=[CH:12][C:4]([NH2:1])=[CH:5][CH:6]=2)[N:10]([CH2:13][O:14][CH2:15][CH2:16][Si:17]([CH3:19])([CH3:18])[CH3:20])[N:9]=1)=[CH:22][C:23]1[CH:28]=[CH:27][CH:26]=[CH:25][CH:24]=1. (3) Given the reactants [C:1]([O:5][C:6](=[O:21])[CH2:7][C@@H:8]([CH2:12][CH2:13][CH2:14][CH:15]1[CH2:20][CH2:19][CH2:18][CH2:17][CH2:16]1)[C:9]([OH:11])=O)([CH3:4])([CH3:3])[CH3:2].O.ON1C2C=CC=CC=2N=N1.Cl.[CH2:34]([O:36][C:37](=[O:42])[C@H:38]([CH2:40][OH:41])[NH2:39])[CH3:35].C(N(CC)C(C)C)(C)C.Cl.CN(C)CCCN=C=NCC, predict the reaction product. The product is: [CH:15]1([CH2:14][CH2:13][CH2:12][C@@H:8]([C:9]([NH:39][C@@H:38]([CH2:40][OH:41])[C:37]([O:36][CH2:34][CH3:35])=[O:42])=[O:11])[CH2:7][C:6]([O:5][C:1]([CH3:2])([CH3:3])[CH3:4])=[O:21])[CH2:20][CH2:19][CH2:18][CH2:17][CH2:16]1. (4) The product is: [CH:12]1([C:18]([C:20]2[CH:21]=[CH:22][C:23]([C:24]([NH:29][C:30]3[CH:35]=[CH:34][N:33]=[CH:32][CH:31]=3)=[O:26])=[CH:27][CH:28]=2)=[O:19])[CH2:13][CH2:14][CH2:15][CH2:16][CH2:17]1. Given the reactants NC(C1SC(C(O)=O)=CC=1)C.[CH:12]1([C:18]([C:20]2[CH:28]=[CH:27][C:23]([C:24]([OH:26])=O)=[CH:22][CH:21]=2)=[O:19])[CH2:17][CH2:16][CH2:15][CH2:14][CH2:13]1.[NH2:29][C:30]1[CH:35]=[CH:34][N:33]=[CH:32][CH:31]=1, predict the reaction product. (5) Given the reactants Br[C:2]1[CH:3]=[CH:4][C:5]2[N:9]=[C:8]([CH2:10][O:11][CH2:12][C:13]3([C:20]4[CH:25]=[CH:24][CH:23]=[CH:22][CH:21]=4)[CH2:18][CH2:17][N:16]([CH3:19])[CH2:15][CH2:14]3)[N:7]([CH2:26][CH:27]3[CH2:29][CH2:28]3)[C:6]=2[CH:30]=1.[CH:31]1(B(O)O)[CH2:33][CH2:32]1.C(C1C=CC(C2C=CC3N(CC4CC4)C(COCC4(C5C=CC=CC=5)CCN(C(OC(C)(C)C)=O)CC4)=NC=3C=2)=CC=1)#N, predict the reaction product. The product is: [CH:31]1([C:2]2[CH:3]=[CH:4][C:5]3[N:9]=[C:8]([CH2:10][O:11][CH2:12][C:13]4([C:20]5[CH:25]=[CH:24][CH:23]=[CH:22][CH:21]=5)[CH2:14][CH2:15][N:16]([CH3:19])[CH2:17][CH2:18]4)[N:7]([CH2:26][CH:27]4[CH2:29][CH2:28]4)[C:6]=3[CH:30]=2)[CH2:33][CH2:32]1.